Task: Regression/Classification. Given a drug SMILES string, predict its absorption, distribution, metabolism, or excretion properties. Task type varies by dataset: regression for continuous measurements (e.g., permeability, clearance, half-life) or binary classification for categorical outcomes (e.g., BBB penetration, CYP inhibition). Dataset: cyp2d6_veith.. Dataset: CYP2D6 inhibition data for predicting drug metabolism from PubChem BioAssay The compound is O=C(CCN1C(=O)C2C3C=CC(C3)C2C1=O)N1CCN(c2cccc(Cl)c2)CC1. The result is 0 (non-inhibitor).